This data is from NCI-60 drug combinations with 297,098 pairs across 59 cell lines. The task is: Regression. Given two drug SMILES strings and cell line genomic features, predict the synergy score measuring deviation from expected non-interaction effect. (1) Drug 1: CC(C1=C(C=CC(=C1Cl)F)Cl)OC2=C(N=CC(=C2)C3=CN(N=C3)C4CCNCC4)N. Drug 2: CC1=C(C=C(C=C1)NC(=O)C2=CC=C(C=C2)CN3CCN(CC3)C)NC4=NC=CC(=N4)C5=CN=CC=C5. Cell line: A498. Synergy scores: CSS=-4.71, Synergy_ZIP=-0.471, Synergy_Bliss=-4.72, Synergy_Loewe=-12.5, Synergy_HSA=-7.58. (2) Drug 1: C1C(C(OC1N2C=NC3=C(N=C(N=C32)Cl)N)CO)O. Drug 2: C(CCl)NC(=O)N(CCCl)N=O. Cell line: MALME-3M. Synergy scores: CSS=30.4, Synergy_ZIP=-8.13, Synergy_Bliss=-0.881, Synergy_Loewe=-42.7, Synergy_HSA=0.183. (3) Drug 1: C1CC(=O)NC(=O)C1N2C(=O)C3=CC=CC=C3C2=O. Drug 2: CC1CCCC2(C(O2)CC(NC(=O)CC(C(C(=O)C(C1O)C)(C)C)O)C(=CC3=CSC(=N3)C)C)C. Cell line: SR. Synergy scores: CSS=74.6, Synergy_ZIP=0.510, Synergy_Bliss=0.494, Synergy_Loewe=-22.6, Synergy_HSA=-0.570. (4) Drug 1: C1CN(CCN1C(=O)CCBr)C(=O)CCBr. Drug 2: CS(=O)(=O)OCCCCOS(=O)(=O)C. Cell line: HCT116. Synergy scores: CSS=45.6, Synergy_ZIP=-1.92, Synergy_Bliss=-3.32, Synergy_Loewe=-10.8, Synergy_HSA=0.797. (5) Synergy scores: CSS=18.3, Synergy_ZIP=1.57, Synergy_Bliss=2.37, Synergy_Loewe=-1.94, Synergy_HSA=-1.57. Cell line: UACC-257. Drug 1: CS(=O)(=O)CCNCC1=CC=C(O1)C2=CC3=C(C=C2)N=CN=C3NC4=CC(=C(C=C4)OCC5=CC(=CC=C5)F)Cl. Drug 2: CC12CCC3C(C1CCC2OP(=O)(O)O)CCC4=C3C=CC(=C4)OC(=O)N(CCCl)CCCl.[Na+]. (6) Drug 1: C1=CN(C(=O)N=C1N)C2C(C(C(O2)CO)O)O.Cl. Drug 2: C1C(C(OC1N2C=NC3=C(N=C(N=C32)Cl)N)CO)O. Cell line: NCI-H522. Synergy scores: CSS=32.8, Synergy_ZIP=-3.99, Synergy_Bliss=-2.96, Synergy_Loewe=-2.39, Synergy_HSA=2.25.